Dataset: NCI-60 drug combinations with 297,098 pairs across 59 cell lines. Task: Regression. Given two drug SMILES strings and cell line genomic features, predict the synergy score measuring deviation from expected non-interaction effect. (1) Drug 1: C1=NC2=C(N1)C(=S)N=C(N2)N. Drug 2: C1C(C(OC1N2C=NC3=C(N=C(N=C32)Cl)N)CO)O. Cell line: NCI-H322M. Synergy scores: CSS=25.7, Synergy_ZIP=-6.55, Synergy_Bliss=-5.86, Synergy_Loewe=-7.40, Synergy_HSA=-7.15. (2) Drug 1: CN(C)N=NC1=C(NC=N1)C(=O)N. Drug 2: CC1=CC=C(C=C1)C2=CC(=NN2C3=CC=C(C=C3)S(=O)(=O)N)C(F)(F)F. Cell line: NCI-H460. Synergy scores: CSS=19.9, Synergy_ZIP=1.42, Synergy_Bliss=11.5, Synergy_Loewe=7.03, Synergy_HSA=9.60. (3) Drug 1: CN(C)N=NC1=C(NC=N1)C(=O)N. Drug 2: COCCOC1=C(C=C2C(=C1)C(=NC=N2)NC3=CC=CC(=C3)C#C)OCCOC.Cl. Cell line: 786-0. Synergy scores: CSS=-0.530, Synergy_ZIP=-2.36, Synergy_Bliss=-5.06, Synergy_Loewe=-8.55, Synergy_HSA=-4.96. (4) Drug 1: C1=CC(=CC=C1CCC2=CNC3=C2C(=O)NC(=N3)N)C(=O)NC(CCC(=O)O)C(=O)O. Drug 2: C1=C(C(=O)NC(=O)N1)F. Cell line: HCC-2998. Synergy scores: CSS=38.8, Synergy_ZIP=-21.7, Synergy_Bliss=-32.6, Synergy_Loewe=-16.0, Synergy_HSA=-15.8. (5) Drug 1: C1=CC(=CC=C1CCCC(=O)O)N(CCCl)CCCl. Drug 2: C1=NC2=C(N1)C(=S)N=CN2. Cell line: OVCAR-5. Synergy scores: CSS=3.85, Synergy_ZIP=-9.99, Synergy_Bliss=-14.7, Synergy_Loewe=-24.1, Synergy_HSA=-12.6. (6) Drug 2: COC1=C2C(=CC3=C1OC=C3)C=CC(=O)O2. Synergy scores: CSS=25.3, Synergy_ZIP=-5.58, Synergy_Bliss=-3.51, Synergy_Loewe=-31.2, Synergy_HSA=-4.58. Cell line: SNB-19. Drug 1: CC1=C2C(C(=O)C3(C(CC4C(C3C(C(C2(C)C)(CC1OC(=O)C(C(C5=CC=CC=C5)NC(=O)OC(C)(C)C)O)O)OC(=O)C6=CC=CC=C6)(CO4)OC(=O)C)O)C)O.